From a dataset of Forward reaction prediction with 1.9M reactions from USPTO patents (1976-2016). Predict the product of the given reaction. Given the reactants Br[CH:2]([C:14]1[CH:19]=[CH:18][CH:17]=[CH:16][CH:15]=1)[C:3]([C:5]1[C:13]2[C:8](=[CH:9][CH:10]=[CH:11][CH:12]=2)[NH:7][CH:6]=1)=[O:4].[CH3:20][O:21][C:22]1[CH:27]=[C:26]([NH2:28])[CH:25]=[C:24]([O:29][CH3:30])[N:23]=1, predict the reaction product. The product is: [CH3:30][O:29][C:24]1[CH:25]=[C:26]([NH:28][CH:2]([C:14]2[CH:19]=[CH:18][CH:17]=[CH:16][CH:15]=2)[C:3]([C:5]2[C:13]3[C:8](=[CH:9][CH:10]=[CH:11][CH:12]=3)[NH:7][CH:6]=2)=[O:4])[CH:27]=[C:22]([O:21][CH3:20])[N:23]=1.